From a dataset of Full USPTO retrosynthesis dataset with 1.9M reactions from patents (1976-2016). Predict the reactants needed to synthesize the given product. (1) Given the product [CH3:28][C:25]1[CH:24]=[CH:23][C:22]([C:20]2[N:1]([C:3]3[CH:8]=[CH:7][C:6]([S:9]([OH:12])(=[O:10])=[O:11])=[CH:5][CH:4]=3)[N:2]=[C:18]([C:17]([F:16])([F:30])[F:31])[CH:19]=2)=[CH:27][CH:26]=1, predict the reactants needed to synthesize it. The reactants are: [NH:1]([C:3]1[CH:8]=[CH:7][C:6]([S:9]([OH:12])(=[O:11])=[O:10])=[CH:5][CH:4]=1)[NH2:2].C(O)C.[F:16][C:17]([F:31])([F:30])[C:18](=O)[CH2:19][C:20]([C:22]1[CH:27]=[CH:26][C:25]([CH3:28])=[CH:24][CH:23]=1)=O. (2) Given the product [OH:8][C:9]1[CH:10]=[CH:11][C:12]([C:15]2[N:19]([C:20]3[CH:25]=[CH:24][C:23]([O:26][CH3:27])=[CH:22][CH:21]=3)[N:18]=[C:17]([NH:28][C:29](=[O:33])[N:30]([CH3:32])[CH3:31])[CH:16]=2)=[CH:13][CH:14]=1, predict the reactants needed to synthesize it. The reactants are: C([O:8][C:9]1[CH:14]=[CH:13][C:12]([C:15]2[N:19]([C:20]3[CH:25]=[CH:24][C:23]([O:26][CH3:27])=[CH:22][CH:21]=3)[N:18]=[C:17]([NH:28][C:29](=[O:33])[N:30]([CH3:32])[CH3:31])[CH:16]=2)=[CH:11][CH:10]=1)C1C=CC=CC=1.C([O-])=O.[NH4+].